Dataset: Full USPTO retrosynthesis dataset with 1.9M reactions from patents (1976-2016). Task: Predict the reactants needed to synthesize the given product. (1) Given the product [CH2:22]([O:29][C:30]1[CH:38]=[CH:37][C:33]([C:34]([NH:19][C:7]2[CH:8]=[C:9]([C:11]3[C:12]([O:17][CH3:18])=[N:13][CH:14]=[CH:15][CH:16]=3)[CH:10]=[C:5]([C:1]([CH3:4])([CH3:2])[CH3:3])[C:6]=2[O:20][CH3:21])=[O:35])=[C:32]([F:57])[CH:31]=1)[C:23]1[CH:28]=[CH:27][CH:26]=[CH:25][CH:24]=1, predict the reactants needed to synthesize it. The reactants are: [C:1]([C:5]1[C:6]([O:20][CH3:21])=[C:7]([NH2:19])[CH:8]=[C:9]([C:11]2[C:12]([O:17][CH3:18])=[N:13][CH:14]=[CH:15][CH:16]=2)[CH:10]=1)([CH3:4])([CH3:3])[CH3:2].[CH2:22]([O:29][C:30]1[CH:38]=[CH:37][C:33]([C:34](O)=[O:35])=[CH:32][C:31]=1F)[C:23]1[CH:28]=[CH:27][CH:26]=[CH:25][CH:24]=1.CN(C(ON1N=NC2C=CC=NC1=2)=[N+](C)C)C.[F:57][P-](F)(F)(F)(F)F.CCN(C(C)C)C(C)C. (2) Given the product [Cl:1][C:2]1[CH:3]=[C:4]([CH:23]=[CH:24][C:25]=1[Cl:26])[CH2:5][N:6]([CH3:22])[C:7]([C:9]1[CH2:13][N:12]([CH2:14][CH2:15][CH2:16][C:17]([NH:31][S:28]([CH3:27])(=[O:30])=[O:29])=[O:18])[C:11](=[O:20])[C:10]=1[OH:21])=[O:8], predict the reactants needed to synthesize it. The reactants are: [Cl:1][C:2]1[CH:3]=[C:4]([CH:23]=[CH:24][C:25]=1[Cl:26])[CH2:5][N:6]([CH3:22])[C:7]([C:9]1[CH2:13][N:12]([CH2:14][CH2:15][CH2:16][C:17](O)=[O:18])[C:11](=[O:20])[C:10]=1[OH:21])=[O:8].[CH3:27][S:28]([NH2:31])(=[O:30])=[O:29]. (3) The reactants are: Cl[C:2]1[C:11]2[C:6](=[CH:7][C:8]([Cl:12])=[CH:9][CH:10]=2)[N:5]=[CH:4][CH:3]=1.[CH2:13]([N:15]([CH2:29][CH3:30])[CH2:16][CH2:17][CH2:18][CH:19]([NH2:28])[CH2:20][CH2:21][CH2:22][N:23]([CH2:26][CH3:27])[CH2:24][CH3:25])[CH3:14].[OH-].[Na+]. Given the product [Cl:12][C:8]1[CH:7]=[C:6]2[C:11]([C:2]([NH:28][CH:19]([CH2:18][CH2:17][CH2:16][N:15]([CH2:29][CH3:30])[CH2:13][CH3:14])[CH2:20][CH2:21][CH2:22][N:23]([CH2:26][CH3:27])[CH2:24][CH3:25])=[CH:3][CH:4]=[N:5]2)=[CH:10][CH:9]=1, predict the reactants needed to synthesize it. (4) The reactants are: [CH3:1][C:2]1[C:6]2[C:7](=[O:19])[N:8]([CH2:11][CH2:12][N:13]3[CH2:18][CH2:17][O:16][CH2:15][CH2:14]3)[CH2:9][CH2:10][C:5]=2[NH:4][C:3]=1[CH:20]=O.[F:22][C:23]1[CH:24]=[C:25]2[C:29](=[CH:30][C:31]=1[NH:32][C:33](=[O:35])[CH3:34])[NH:28][C:27](=[O:36])[CH2:26]2. Given the product [F:22][C:23]1[CH:24]=[C:25]2[C:29](=[CH:30][C:31]=1[NH:32][C:33](=[O:35])[CH3:34])[NH:28][C:27](=[O:36])[C:26]2=[CH:20][C:3]1[NH:4][C:5]2[CH2:10][CH2:9][N:8]([CH2:11][CH2:12][N:13]3[CH2:14][CH2:15][O:16][CH2:17][CH2:18]3)[C:7](=[O:19])[C:6]=2[C:2]=1[CH3:1], predict the reactants needed to synthesize it.